From a dataset of Full USPTO retrosynthesis dataset with 1.9M reactions from patents (1976-2016). Predict the reactants needed to synthesize the given product. (1) Given the product [Br:1][C:2]1[N:3]=[C:4]([CH2:8][CH:15]([CH:12]2[CH2:13][CH2:14][S:9][CH2:10][CH2:11]2)[OH:16])[CH:5]=[CH:6][CH:7]=1, predict the reactants needed to synthesize it. The reactants are: [Br:1][C:2]1[CH:7]=[CH:6][CH:5]=[C:4]([CH3:8])[N:3]=1.[S:9]1[CH2:14][CH2:13][CH:12]([CH:15]=[O:16])[CH2:11][CH2:10]1. (2) Given the product [CH:21]1([NH:20][C:19]([CH:18]2[CH2:17][N:16]([C:32]([CH:34]3[CH2:35][CH2:36]3)=[O:33])[CH:13]3[CH2:14][CH2:15][N:11]([C:9](=[O:10])[CH:8]([NH2:7])[CH:37]4[CH2:42][CH2:41][CH2:40][CH2:39][CH2:38]4)[CH:12]23)=[O:31])[C:30]2[C:25](=[CH:26][CH:27]=[CH:28][CH:29]=2)[CH2:24][CH2:23][CH2:22]1, predict the reactants needed to synthesize it. The reactants are: C(OC(=O)[NH:7][CH:8]([CH:37]1[CH2:42][CH2:41][CH2:40][CH2:39][CH2:38]1)[C:9]([N:11]1[CH2:15][CH2:14][CH:13]2[N:16]([C:32]([CH:34]3[CH2:36][CH2:35]3)=[O:33])[CH2:17][CH:18]([C:19](=[O:31])[NH:20][CH:21]3[C:30]4[C:25](=[CH:26][CH:27]=[CH:28][CH:29]=4)[CH2:24][CH2:23][CH2:22]3)[CH:12]12)=[O:10])(C)(C)C.C(O)(C(F)(F)F)=O. (3) Given the product [F:23][C:22]([F:24])([F:25])[C:19]1[CH:20]=[CH:21][C:16]([CH2:15][N:1]2[C:9]3[C:4](=[CH:5][CH:6]=[CH:7][C:8]=3[C:10]([O:12][CH3:13])=[O:11])[CH:3]=[CH:2]2)=[CH:17][CH:18]=1, predict the reactants needed to synthesize it. The reactants are: [NH:1]1[C:9]2[C:4](=[CH:5][CH:6]=[CH:7][C:8]=2[C:10]([O:12][CH3:13])=[O:11])[CH:3]=[CH:2]1.Br[CH2:15][C:16]1[CH:21]=[CH:20][C:19]([C:22]([F:25])([F:24])[F:23])=[CH:18][CH:17]=1.[H-].[Na+]. (4) Given the product [CH2:8]([NH:12][C:13]1[N:21]=[C:20]2[C:16]([N:17]=[C:18]([O:22][CH3:23])[N:19]2[CH2:32][CH2:33][CH:34]2[CH2:38][CH2:37][CH2:36][O:35]2)=[C:15]([NH2:24])[N:14]=1)[CH2:9][CH2:10][CH3:11], predict the reactants needed to synthesize it. The reactants are: FC(F)(F)C(O)=O.[CH2:8]([NH:12][C:13]1[N:21]=[C:20]2[C:16]([N:17]=[C:18]([O:22][CH3:23])[NH:19]2)=[C:15]([NH2:24])[N:14]=1)[CH2:9][CH2:10][CH3:11].C(=O)([O-])[O-].[K+].[K+].Br[CH2:32][CH2:33][CH:34]1[CH2:38][CH2:37][CH2:36][O:35]1.O.